This data is from NCI-60 drug combinations with 297,098 pairs across 59 cell lines. The task is: Regression. Given two drug SMILES strings and cell line genomic features, predict the synergy score measuring deviation from expected non-interaction effect. (1) Drug 1: C1CC(=O)NC(=O)C1N2CC3=C(C2=O)C=CC=C3N. Drug 2: C(CC(=O)O)C(=O)CN.Cl. Cell line: NCI-H460. Synergy scores: CSS=6.83, Synergy_ZIP=-2.75, Synergy_Bliss=-2.91, Synergy_Loewe=-0.0257, Synergy_HSA=-1.02. (2) Synergy scores: CSS=46.7, Synergy_ZIP=-0.450, Synergy_Bliss=1.45, Synergy_Loewe=-22.5, Synergy_HSA=2.11. Drug 1: CC1C(C(CC(O1)OC2CC(OC(C2O)C)OC3=CC4=CC5=C(C(=O)C(C(C5)C(C(=O)C(C(C)O)O)OC)OC6CC(C(C(O6)C)O)OC7CC(C(C(O7)C)O)OC8CC(C(C(O8)C)O)(C)O)C(=C4C(=C3C)O)O)O)O. Cell line: OVCAR-4. Drug 2: CCCCCOC(=O)NC1=NC(=O)N(C=C1F)C2C(C(C(O2)C)O)O. (3) Drug 1: C1CC(=O)NC(=O)C1N2CC3=C(C2=O)C=CC=C3N. Drug 2: COC1=C(C=C2C(=C1)N=CN=C2NC3=CC(=C(C=C3)F)Cl)OCCCN4CCOCC4. Cell line: SF-295. Synergy scores: CSS=3.92, Synergy_ZIP=-4.61, Synergy_Bliss=-4.79, Synergy_Loewe=-1.71, Synergy_HSA=-1.64. (4) Cell line: OVCAR3. Drug 2: C1=NNC2=C1C(=O)NC=N2. Synergy scores: CSS=17.2, Synergy_ZIP=-6.10, Synergy_Bliss=-7.31, Synergy_Loewe=-18.7, Synergy_HSA=-6.23. Drug 1: C1=CC(=CC=C1CCC2=CNC3=C2C(=O)NC(=N3)N)C(=O)NC(CCC(=O)O)C(=O)O. (5) Drug 1: CC=C1C(=O)NC(C(=O)OC2CC(=O)NC(C(=O)NC(CSSCCC=C2)C(=O)N1)C(C)C)C(C)C. Drug 2: COCCOC1=C(C=C2C(=C1)C(=NC=N2)NC3=CC=CC(=C3)C#C)OCCOC.Cl. Cell line: UACC62. Synergy scores: CSS=71.2, Synergy_ZIP=1.63, Synergy_Bliss=-0.839, Synergy_Loewe=-53.0, Synergy_HSA=0.813.